From a dataset of Reaction yield outcomes from USPTO patents with 853,638 reactions. Predict the reaction yield, written as a fraction of the theoretical maximum amount of product (1.0 means a 100% yield; for example, 0.34 means a 34% yield). (1) The reactants are [F:1][C:2]1[CH:3]=[C:4]([C:9]2[CH:10]=[C:11]([CH3:34])[C:12]([CH3:33])=[C:13]([CH2:15][NH:16][C:17]3[C:18]([F:32])=[C:19]([CH:28]=[CH:29][C:30]=3[F:31])[O:20][CH2:21][C:22]([O:24]C(C)C)=[O:23])[CH:14]=2)[CH:5]=[C:6]([F:8])[CH:7]=1.[Li+].[OH-]. The catalyst is C1COCC1. The product is [F:1][C:2]1[CH:3]=[C:4]([C:9]2[CH:10]=[C:11]([CH3:34])[C:12]([CH3:33])=[C:13]([CH2:15][NH:16][C:17]3[C:18]([F:32])=[C:19]([CH:28]=[CH:29][C:30]=3[F:31])[O:20][CH2:21][C:22]([OH:24])=[O:23])[CH:14]=2)[CH:5]=[C:6]([F:8])[CH:7]=1. The yield is 0.950. (2) The reactants are [CH3:1][N:2]1[C:6]2[CH:7]=[C:8](B3OC(C)(C)C(C)(C)O3)[CH:9]=[CH:10][C:5]=2[O:4][C:3]1=[O:20].Br[C:22]1[CH:23]=[C:24]([CH:28]([CH:35]2[CH2:37][CH2:36]2)[NH:29][S:30]([CH2:33][CH3:34])(=[O:32])=[O:31])[CH:25]=[N:26][CH:27]=1.C(Cl)Cl.C([O-])([O-])=O.[Na+].[Na+]. The catalyst is CN(C=O)C.C1C=CC(P(C2C=CC=CC=2)[C-]2C=CC=C2)=CC=1.C1C=CC(P(C2C=CC=CC=2)[C-]2C=CC=C2)=CC=1.Cl[Pd]Cl.[Fe+2]. The product is [CH:35]1([CH:28]([C:24]2[CH:25]=[N:26][CH:27]=[C:22]([C:8]3[CH:9]=[CH:10][C:5]4[O:4][C:3](=[O:20])[N:2]([CH3:1])[C:6]=4[CH:7]=3)[CH:23]=2)[NH:29][S:30]([CH2:33][CH3:34])(=[O:32])=[O:31])[CH2:37][CH2:36]1. The yield is 0.540. (3) The reactants are [Cl:1][CH2:2][C:3]1[CH:11]=[CH:10][C:6]([C:7](Cl)=[O:8])=[CH:5][CH:4]=1.[CH2:12]([O:14][CH:15]([O:19][CH2:20][CH3:21])[CH2:16][CH2:17][NH2:18])[CH3:13].C(N(CC)CC)C. The catalyst is C(Cl)Cl. The product is [Cl:1][CH2:2][C:3]1[CH:11]=[CH:10][C:6]([C:7]([NH:18][CH2:17][CH2:16][CH:15]([O:19][CH2:20][CH3:21])[O:14][CH2:12][CH3:13])=[O:8])=[CH:5][CH:4]=1. The yield is 0.990.